Dataset: Reaction yield outcomes from USPTO patents with 853,638 reactions. Task: Predict the reaction yield, written as a fraction of the theoretical maximum amount of product (1.0 means a 100% yield; for example, 0.34 means a 34% yield). The reactants are B(F)(F)F.[CH3:5]COCC.[CH3:10][C:11]1[C:12]([OH:20])=[C:13]([CH3:19])[C:14]([CH3:18])=[C:15]([CH:17]=1)[OH:16].C1(C2[O:32][C:30](=[O:31])[CH2:29][CH2:28]2)C=CC=CC=1.[C:33]1(C)[CH:38]=[CH:37][CH:36]=[CH:35][CH:34]=1. No catalyst specified. The product is [OH:20][C:12]1[C:11]([CH3:10])=[C:17]([CH3:5])[C:15]([OH:16])=[C:14]([CH3:18])[C:13]=1[CH:19]([C:33]1[CH:34]=[CH:35][CH:36]=[CH:37][CH:38]=1)[CH2:28][CH2:29][C:30]([OH:32])=[O:31]. The yield is 0.360.